Dataset: Catalyst prediction with 721,799 reactions and 888 catalyst types from USPTO. Task: Predict which catalyst facilitates the given reaction. (1) Reactant: [C:1]([O:5][C:6]([N:8]([C:33]([O:35][C:36]([CH3:39])([CH3:38])[CH3:37])=[O:34])[C:9]1[N:14]=[C:13]([CH2:15][C@@H:16]2[C@H:20]([O:21][CH2:22][CH:23]=O)[CH2:19][N:18]([C:25]([O:27][C:28]([CH3:31])([CH3:30])[CH3:29])=[O:26])[CH2:17]2)[CH:12]=[C:11]([CH3:32])[CH:10]=1)=[O:7])([CH3:4])([CH3:3])[CH3:2].[F:40][C:41]1[CH:46]=[CH:45][CH:44]=[CH:43][C:42]=1[CH2:47][NH2:48].C(N(CC)CC)C. Product: [C:1]([O:5][C:6]([N:8]([C:33]([O:35][C:36]([CH3:38])([CH3:37])[CH3:39])=[O:34])[C:9]1[N:14]=[C:13]([CH2:15][C@@H:16]2[C@H:20]([O:21][CH2:22][CH2:23][NH:48][CH2:47][C:42]3[CH:43]=[CH:44][CH:45]=[CH:46][C:41]=3[F:40])[CH2:19][N:18]([C:25]([O:27][C:28]([CH3:30])([CH3:31])[CH3:29])=[O:26])[CH2:17]2)[CH:12]=[C:11]([CH3:32])[CH:10]=1)=[O:7])([CH3:2])([CH3:4])[CH3:3]. The catalyst class is: 2. (2) Reactant: [CH2:1]([O:8][C:9]1[CH:10]=[C:11]([CH:24]=[CH:25][C:26]=1[O:27][CH2:28][C:29]1[CH:34]=[CH:33][CH:32]=[CH:31][CH:30]=1)[C:12]1[O:13][C:14]2[C:19]([C:20](=[O:22])[CH:21]=1)=[CH:18][CH:17]=[C:16]([OH:23])[CH:15]=2)[C:2]1[CH:7]=[CH:6][CH:5]=[CH:4][CH:3]=1.[Br:35][CH:36](Br)[CH3:37].C(=O)([O-])[O-].[K+].[K+].[K+].[Br-]. Product: [Br:35][CH2:36][CH2:37][O:23][C:16]1[CH:15]=[C:14]2[C:19]([C:20](=[O:22])[CH:21]=[C:12]([C:11]3[CH:24]=[CH:25][C:26]([O:27][CH2:28][C:29]4[CH:34]=[CH:33][CH:32]=[CH:31][CH:30]=4)=[C:9]([O:8][CH2:1][C:2]4[CH:3]=[CH:4][CH:5]=[CH:6][CH:7]=4)[CH:10]=3)[O:13]2)=[CH:18][CH:17]=1. The catalyst class is: 9. (3) Reactant: [CH3:1][N:2]1[CH2:7][CH2:6][N:5]([C:8]2[CH:9]=[C:10]([NH:14][C:15]3[N:20]=[C:19]([CH2:21][CH2:22][C:23]4[CH:28]=[CH:27][CH:26]=[CH:25][C:24]=4[CH2:29][C:30](O)=[O:31])[C:18]([C:33]([F:36])([F:35])[F:34])=[CH:17][N:16]=3)[CH:11]=[CH:12][CH:13]=2)[CH2:4][CH2:3]1.C[N:38](C(ON1N=NC2C=CC=NC1=2)=[N+](C)C)C.F[P-](F)(F)(F)(F)F.CCN(C(C)C)C(C)C.[Cl-].[NH4+]. Product: [CH3:1][N:2]1[CH2:3][CH2:4][N:5]([C:8]2[CH:9]=[C:10]([NH:14][C:15]3[N:20]=[C:19]([CH2:21][CH2:22][C:23]4[CH:28]=[CH:27][CH:26]=[CH:25][C:24]=4[CH2:29][C:30]([NH2:38])=[O:31])[C:18]([C:33]([F:35])([F:34])[F:36])=[CH:17][N:16]=3)[CH:11]=[CH:12][CH:13]=2)[CH2:6][CH2:7]1. The catalyst class is: 3. (4) Reactant: [ClH:1].[CH3:2][O:3][C:4]1[CH:9]=[C:8]([CH3:10])[C:7]([S:11]([N:14]2[C:23]3[C:18](=[CH:19][CH:20]=[C:21]([CH2:24][C:25]([N:27]4[CH2:43][CH2:42][C:30]5([CH2:34][N:33](C(OC(C)(C)C)=O)[CH2:32][CH2:31]5)[CH2:29][CH2:28]4)=[O:26])[CH:22]=3)[CH2:17][CH2:16][CH2:15]2)(=[O:13])=[O:12])=[C:6]([CH3:44])[CH:5]=1. Product: [ClH:1].[CH3:2][O:3][C:4]1[CH:5]=[C:6]([CH3:44])[C:7]([S:11]([N:14]2[C:23]3[C:18](=[CH:19][CH:20]=[C:21]([CH2:24][C:25]([N:27]4[CH2:28][CH2:29][C:30]5([CH2:34][NH:33][CH2:32][CH2:31]5)[CH2:42][CH2:43]4)=[O:26])[CH:22]=3)[CH2:17][CH2:16][CH2:15]2)(=[O:12])=[O:13])=[C:8]([CH3:10])[CH:9]=1. The catalyst class is: 5. (5) Reactant: [CH3:1][N:2]([CH2:12][CH2:13][N:14]1[C:23]2[C:18](=[CH:19][CH:20]=[C:21]([N+:24]([O-])=O)[CH:22]=2)[CH2:17][CH2:16][CH2:15]1)[C:3](=[O:11])[O:4][C:5]1[CH:10]=[CH:9][CH:8]=[CH:7][CH:6]=1. Product: [NH2:24][C:21]1[CH:22]=[C:23]2[C:18]([CH2:17][CH2:16][CH2:15][N:14]2[CH2:13][CH2:12][N:2]([CH3:1])[C:3](=[O:11])[O:4][C:5]2[CH:6]=[CH:7][CH:8]=[CH:9][CH:10]=2)=[CH:19][CH:20]=1. The catalyst class is: 29.